From a dataset of Peptide-MHC class I binding affinity with 185,985 pairs from IEDB/IMGT. Regression. Given a peptide amino acid sequence and an MHC pseudo amino acid sequence, predict their binding affinity value. This is MHC class I binding data. (1) The peptide sequence is VHQVFGTAY. The MHC is HLA-A30:02 with pseudo-sequence HLA-A30:02. The binding affinity (normalized) is 0.409. (2) The peptide sequence is YICFQIGGY. The MHC is HLA-A69:01 with pseudo-sequence HLA-A69:01. The binding affinity (normalized) is 0.0847. (3) The peptide sequence is NLFEKFFPS. The MHC is HLA-A02:03 with pseudo-sequence HLA-A02:03. The binding affinity (normalized) is 0.610. (4) The peptide sequence is AMITYITRK. The MHC is HLA-B15:17 with pseudo-sequence HLA-B15:17. The binding affinity (normalized) is 0.0847. (5) The peptide sequence is KTLKGGWFF. The MHC is SLA-30401 with pseudo-sequence SLA-30401. The binding affinity (normalized) is 0.547. (6) The peptide sequence is RTMGWTEYQ. The MHC is HLA-A29:02 with pseudo-sequence HLA-A29:02. The binding affinity (normalized) is 0.0847.